This data is from HIV replication inhibition screening data with 41,000+ compounds from the AIDS Antiviral Screen. The task is: Binary Classification. Given a drug SMILES string, predict its activity (active/inactive) in a high-throughput screening assay against a specified biological target. (1) The drug is Cc1cc(=O)oc2c(CNC(CO)C(=O)O)c(O)ccc12. The result is 0 (inactive). (2) The compound is N#CC=Cc1cccc(F)c1. The result is 0 (inactive).